From a dataset of Drug-target binding data from BindingDB using Kd measurements. Regression. Given a target protein amino acid sequence and a drug SMILES string, predict the binding affinity score between them. We predict pKd (pKd = -log10(Kd in M); higher means stronger binding). Dataset: bindingdb_kd. (1) The drug is CC(C)n1nc(-c2cc3cc(O)ccc3[nH]2)c2c(N)ncnc21. The target protein (Q13164) has sequence MAEPLKEEDGEDGSAEPPGPVKAEPAHTAASVAAKNLALLKARSFDVTFDVGDEYEIIETIGNGAYGVVSSARRRLTGQQVAIKKIPNAFDVVTNAKRTLRELKILKHFKHDNIIAIKDILRPTVPYGEFKSVYVVLDLMESDLHQIIHSSQPLTLEHVRYFLYQLLRGLKYMHSAQVIHRDLKPSNLLVNENCELKIGDFGMARGLCTSPAEHQYFMTEYVATRWYRAPELMLSLHEYTQAIDLWSVGCIFGEMLARRQLFPGKNYVHQLQLIMMVLGTPSPAVIQAVGAERVRAYIQSLPPRQPVPWETVYPGADRQALSLLGRMLRFEPSARISAAAALRHPFLAKYHDPDDEPDCAPPFDFAFDREALTRERIKEAIVAEIEDFHARREGIRQQIRFQPSLQPVASEPGCPDVEMPSPWAPSGDCAMESPPPAPPPCPGPAPDTIDLTLQPPPPVSEPAPPKKDGAISDNTKAALKAALLKSLRSRLRDGPSAPLE.... The pKd is 5.0. (2) The compound is [NH3+]C(Cc1c[nH]c2ncccc12)C(=O)[O-]. The target protein (P0A881) has sequence MAQQSPYSAAMAEQRHQEWLRFVDLLKNAYQNDLHLPLLNLMLTPDEREALGTRVRIVEELLRGEMSQRELKNELGAGIATITRGSNSLKAAPVELRQWLEEVLLKSD. The pKd is 3.3. (3) The drug is COc1cc2c(cc1C(=O)c1ccc(C(=O)O)cc1)C(C)(C)CCC2(C)C. The target protein (P28704) has sequence MSWATRPPFLPPRHAAGQCGPVGVRKEMHCGVASRWRRRRPWLDPAAAAAAAGEQQALEPEPGEAGRDGMGDSGRDSRSPDSSSPNPLSQGIRPSSPPGPPLTPSAPPPPMPPPPLGSPFPVISSSMGSPGLPPPAPPGFSGPVSSPQINSTVSLPGGGSGPPEDVKPPVLGVRGLHCPPPPGGPGAGKRLCAICGDRSSGKHYGVYSCEGCKGFFKRTIRKDLTYSCRDNKDCTVDKRQRNRCQYCRYQKCLATGMKREAVQEERQRGKDKDGDGDGAGGAPEEMPVDRILEAELAVEQKSDQGVEGPGATGGGGSSPNDPVTNICQAADKQLFTLVEWAKRIPHFSSLPLDDQVILLRAGWNELLIASFSHRSIDVRDGILLATGLHVHRNSAHSAGVGAIFDRVLTELVSKMRDMRMDKTELGCLRAIILFNPDAKGLSNPGEVEILREKVYASLETYCKQKYPEQQGRFAKLLLRLPALRSIGLKCLEHLFFFKLI.... The pKd is 6.0. (4) The target protein (Q03181) has sequence MEQPQEEAPEVREEEEKEEVAEAEGAPELNGGPQHALPSSSYTDLSRSSSPPSLLDQLQMGCDGASCGSLNMECRVCGDKASGFHYGVHACEGCKGFFRRTIRMKLEYEKCERSCKIQKKNRNKCQYCRFQKCLALGMSHNAIRFGRMPEAEKRKLVAGLTANEGSQYNPQVADLKAFSKHIYNAYLKNFNMTKKKARSILTGKASHTAPFVIHDIETLWQAEKGLVWKQLVNGLPPYKEISVHVFYRCQCTTVETVRELTEFAKSIPSFSSLFLNDQVTLLKYGVHEAIFAMLASIVNKDGLLVANGSGFVTREFLRSLRKPFSDIIEPKFEFAVKFNALELDDSDLALFIAAIILCGDRPGLMNVPRVEAIQDTILRALEFHLQANHPDAQYLFPKLLQKMADLRQLVTEHAQMMQRIKKTETETSLHPLLQEIYKDMY. The small molecule is COc1cc(CCc2ccccc2)c(C(=O)O)c(O)c1C/C=C(\C)CCC=C(C)C. The pKd is 5.7.